Dataset: Forward reaction prediction with 1.9M reactions from USPTO patents (1976-2016). Task: Predict the product of the given reaction. (1) Given the reactants [CH2:1]([N:8]1[CH:12]=[C:11]([C:13](OCC)=[O:14])[C:10]([O:18][CH2:19][C:20]2[CH:25]=[CH:24][C:23]([O:26][CH2:27][C:28]3[N:29]=[C:30]([C:34]4[O:35][CH:36]=[CH:37][CH:38]=4)[O:31][C:32]=3[CH3:33])=[C:22]([O:39][CH2:40][CH3:41])[CH:21]=2)=[N:9]1)[C:2]1[CH:7]=[CH:6][CH:5]=[CH:4][CH:3]=1.[H-].[Al+3].[Li+].[H-].[H-].[H-].O.O.O.O.O.O.O.O.O.O.S([O-])([O-])(=O)=O.[Na+].[Na+], predict the reaction product. The product is: [CH2:1]([N:8]1[CH:12]=[C:11]([CH2:13][OH:14])[C:10]([O:18][CH2:19][C:20]2[CH:25]=[CH:24][C:23]([O:26][CH2:27][C:28]3[N:29]=[C:30]([C:34]4[O:35][CH:36]=[CH:37][CH:38]=4)[O:31][C:32]=3[CH3:33])=[C:22]([O:39][CH2:40][CH3:41])[CH:21]=2)=[N:9]1)[C:2]1[CH:3]=[CH:4][CH:5]=[CH:6][CH:7]=1. (2) Given the reactants Br[C:2]1[CH:7]=[CH:6][C:5]([C:8]2[N:13]=[C:12]3[N:14]=[C:15]([O:25][C@H:26]4[C@H:30]5[O:31][CH2:32][C@@H:33]([OH:34])[C@H:29]5[O:28][CH2:27]4)[N:16]([CH2:17][O:18][CH2:19][CH2:20][Si:21]([CH3:24])([CH3:23])[CH3:22])[C:11]3=[CH:10][C:9]=2[Cl:35])=[CH:4][CH:3]=1.[N:36]1[NH:37][CH:38]=[C:39]2[CH2:43][N:42]([C:44]([O:46][C:47]([CH3:50])([CH3:49])[CH3:48])=[O:45])[CH2:41][C:40]=12.P([O-])([O-])([O-])=O.[K+].[K+].[K+].CN[C@@H]1CCCC[C@H]1NC.N1C=CC=N1, predict the reaction product. The product is: [OH:34][C@@H:33]1[CH2:32][O:31][C@@H:30]2[C@H:26]([O:25][C:15]3[N:16]([CH2:17][O:18][CH2:19][CH2:20][Si:21]([CH3:24])([CH3:23])[CH3:22])[C:11]4[C:12]([N:14]=3)=[N:13][C:8]([C:5]3[CH:6]=[CH:7][C:2]([N:37]5[CH:38]=[C:39]6[CH2:43][N:42]([C:44]([O:46][C:47]([CH3:50])([CH3:49])[CH3:48])=[O:45])[CH2:41][C:40]6=[N:36]5)=[CH:3][CH:4]=3)=[C:9]([Cl:35])[CH:10]=4)[CH2:27][O:28][C@H:29]12. (3) Given the reactants Cl[C:2]1[N:6]([CH2:7][CH2:8][OH:9])[C:5]2[C:10]([CH:15]([CH2:18][CH3:19])[CH2:16][CH3:17])=[CH:11][CH:12]=[C:13]([Cl:14])[C:4]=2[N:3]=1.[Cl:20][C:21]1[CH:27]=[CH:26][C:24]([NH2:25])=[C:23]([CH2:28][N:29]([CH3:31])[CH3:30])[CH:22]=1.O.C1(C)C=CC(S(O)(=O)=O)=CC=1, predict the reaction product. The product is: [Cl:14][C:13]1[C:4]2[N:3]=[C:2]([NH:25][C:24]3[CH:26]=[CH:27][C:21]([Cl:20])=[CH:22][C:23]=3[CH2:28][N:29]([CH3:31])[CH3:30])[N:6]([CH2:7][CH2:8][OH:9])[C:5]=2[C:10]([CH:15]([CH2:18][CH3:19])[CH2:16][CH3:17])=[CH:11][CH:12]=1. (4) Given the reactants [CH3:1][O:2][C:3](=[O:25])[C@H:4]([CH2:19][CH2:20][C:21]([O:23][CH3:24])=[O:22])[NH:5][NH:6][C:7](=[O:18])[C:8]1[CH:13]=[CH:12][C:11]([NH2:14])=[CH:10][C:9]=1[N+:15]([O-:17])=[O:16].FC(F)(F)[C:28]([OH:30])=[O:29], predict the reaction product. The product is: [CH3:1][O:2][C:3](=[O:25])[C@H:4]([CH2:19][CH2:20][C:21]([O:23][CH3:24])=[O:22])[NH:5][NH:6][C:7](=[O:18])[C:8]1[CH:13]=[CH:12][C:11]([NH:14][C:28]([O:30][C:8]([CH3:13])([CH3:9])[CH3:7])=[O:29])=[CH:10][C:9]=1[N+:15]([O-:17])=[O:16]. (5) Given the reactants [CH2:1]([N:8]([CH2:13][C:14]([OH:16])=O)[CH2:9][C:10](O)=[O:11])[C:2]1[CH:7]=[CH:6][CH:5]=[CH:4][CH:3]=1.C([O-])=O.[NH4+:20].C(OCC)(=O)C.C(=O)([O-])O.[Na+], predict the reaction product. The product is: [CH2:1]([N:8]1[CH2:13][C:14](=[O:16])[NH:20][C:10](=[O:11])[CH2:9]1)[C:2]1[CH:7]=[CH:6][CH:5]=[CH:4][CH:3]=1. (6) Given the reactants C(OC([NH:8][CH2:9][CH:10]1[CH2:13][N:12]([C:14]2[C:24]([C:25]#[N:26])=[CH:23][C:17]([C:18]([O:20][CH2:21][CH3:22])=[O:19])=[C:16]([CH3:27])[N:15]=2)[CH2:11]1)=O)(C)(C)C.[ClH:28], predict the reaction product. The product is: [ClH:28].[ClH:28].[NH2:8][CH2:9][CH:10]1[CH2:13][N:12]([C:14]2[C:24]([C:25]#[N:26])=[CH:23][C:17]([C:18]([O:20][CH2:21][CH3:22])=[O:19])=[C:16]([CH3:27])[N:15]=2)[CH2:11]1. (7) The product is: [NH2:10][CH:2]1[CH2:3][C:4]2[C:9](=[CH:8][CH:7]=[CH:6][CH:5]=2)[CH:1]1[OH:12]. Given the reactants [C:1]1(=[O:12])[C:9]2[C:4](=[CH:5][CH:6]=[CH:7][CH:8]=2)[CH2:3][C:2]1=[N:10]O.O1CCOCC1, predict the reaction product. (8) Given the reactants [CH3:1][O:2][C:3](=[O:26])[CH:4]([C:17]1[CH:22]=[CH:21][C:20]([C:23]#[N:24])=[CH:19][C:18]=1[Cl:25])[N:5]1[C:9]([CH2:10][CH2:11]OS(C)(=O)=O)=[CH:8][N:7]=[CH:6]1.C([O-])([O-])=O.[K+].[K+].[Na+].[I-].CCN(CC)CC, predict the reaction product. The product is: [CH3:1][O:2][C:3]([C:4]1([C:17]2[CH:22]=[CH:21][C:20]([C:23]#[N:24])=[CH:19][C:18]=2[Cl:25])[N:5]2[CH:6]=[N:7][CH:8]=[C:9]2[CH2:10][CH2:11]1)=[O:26]. (9) The product is: [F:44][C:38]1[CH:39]=[C:40]([F:43])[CH:41]=[CH:42][C:37]=1[O:36][C:33]1[CH:34]=[C:35]2[C:30](=[CH:31][C:32]=1[C:45]([NH:2][C@H:3]1[CH2:8][CH2:7][CH2:6][N:5]([CH2:9][CH2:10][OH:11])[C:4]1=[O:12])=[O:46])[N:29]([CH2:48][CH:49]([CH3:51])[CH3:50])[N:28]=[CH:27]2. Given the reactants Cl.[NH2:2][C@H:3]1[CH2:8][CH2:7][CH2:6][N:5]([CH2:9][CH2:10][OH:11])[C:4]1=[O:12].C(N(CC)CC)C.O=C1CCC(=O)N1[C:27]1[C:35]2[C:30](=[CH:31][C:32]([C:45]([O-])=[O:46])=[C:33]([O:36][C:37]3[CH:42]=[CH:41][C:40]([F:43])=[CH:39][C:38]=3[F:44])[CH:34]=2)[N:29]([CH2:48][CH:49]([CH3:51])[CH3:50])[N:28]=1, predict the reaction product. (10) Given the reactants Cl[CH2:2][C:3]([NH2:5])=[O:4].[CH2:6]([NH:9][CH2:10][CH:11]=[CH2:12])[CH:7]=[CH2:8], predict the reaction product. The product is: [CH2:6]([N:9]([CH2:2][C:3]([NH2:5])=[O:4])[CH2:10][CH:11]=[CH2:12])[CH:7]=[CH2:8].